Dataset: Reaction yield outcomes from USPTO patents with 853,638 reactions. Task: Predict the reaction yield, written as a fraction of the theoretical maximum amount of product (1.0 means a 100% yield; for example, 0.34 means a 34% yield). (1) The reactants are [F:1][C:2]([F:22])([F:21])[C:3]1[CH:8]=[CH:7][C:6]([CH:9]2[CH2:14][C:13](=[O:15])[NH:12][C:11]([CH3:16])=[C:10]2[C:17]([O:19][CH3:20])=[O:18])=[CH:5][CH:4]=1.C(=O)([O-])[O-].[Cs+].[Cs+].[CH3:29][O:30][C:31]1[CH:32]=[C:33]([CH:36]=[CH:37][CH:38]=1)[CH2:34]Br. The catalyst is CN(C=O)C.O. The product is [CH3:16][C:11]1[N:12]([CH2:34][C:33]2[CH:36]=[CH:37][CH:38]=[C:31]([O:30][CH3:29])[CH:32]=2)[C:13](=[O:15])[CH2:14][CH:9]([C:6]2[CH:5]=[CH:4][C:3]([C:2]([F:21])([F:1])[F:22])=[CH:8][CH:7]=2)[C:10]=1[C:17]([O:19][CH3:20])=[O:18]. The yield is 0.880. (2) The reactants are [CH3:1][C:2](=[CH:8][CH:9]([CH3:20])[CH2:10][C:11]1[CH:16]=[CH:15][C:14]([N:17]([CH3:19])[CH3:18])=[CH:13][CH:12]=1)[CH:3]=[CH:4][C:5](O)=[O:6].O.[OH:22][N:23]1C2C=CC=CC=2N=N1.Cl.CN(C)CCCN=C=NCC.Cl.NO.CCN(CC)CC. The catalyst is CN(C=O)C. The product is [OH:22][NH:23][C:5](=[O:6])[CH:4]=[CH:3][C:2]([CH3:1])=[CH:8][CH:9]([CH3:20])[CH2:10][C:11]1[CH:16]=[CH:15][C:14]([N:17]([CH3:19])[CH3:18])=[CH:13][CH:12]=1. The yield is 0.410. (3) The product is [CH:32]1([C:22]2([CH2:25][NH:26][C:27]3[S:28][CH:29]=[CH:30][N:31]=3)[CH2:21][CH2:20][NH:19][CH2:24][CH2:23]2)[CH2:33][CH2:34][CH2:35][CH2:36][CH2:37]1. The reactants are FC(F)(F)C(O)=O.C(Cl)Cl.O.C(OC([N:19]1[CH2:24][CH2:23][C:22]([CH:32]2[CH2:37][CH2:36][CH2:35][CH2:34][CH2:33]2)([CH2:25][NH:26][C:27]2[S:28][CH:29]=[CH:30][N:31]=2)[CH2:21][CH2:20]1)=O)(C)(C)C.FC(F)(F)C(O)=O. No catalyst specified. The yield is 0.960. (4) The reactants are [F:1][C:2]1[CH:3]=[C:4]([C:22]2[C:23]([C:28]#[N:29])=[CH:24][CH:25]=[CH:26][CH:27]=2)[CH:5]=[CH:6][C:7]=1[CH2:8][C:9]1[C:10](=[O:21])[NH:11][C:12]2[N:13]([N:18]=[CH:19][N:20]=2)[C:14]=1[CH2:15][CH2:16][CH3:17].[C:30]1(B(O)O)[CH:35]=[CH:34][CH:33]=[CH:32][CH:31]=1.C(N(CC)CC)C.N1C=CC=CC=1. The catalyst is ClCCl.C(OCC)(=O)C.C([O-])(=O)C.[Cu+2].C([O-])(=O)C. The product is [F:1][C:2]1[CH:3]=[C:4]([C:22]2[C:23]([C:28]#[N:29])=[CH:24][CH:25]=[CH:26][CH:27]=2)[CH:5]=[CH:6][C:7]=1[CH2:8][C:9]1[C:10](=[O:21])[N:11]([C:30]2[CH:35]=[CH:34][CH:33]=[CH:32][CH:31]=2)[C:12]2[N:13]([N:18]=[CH:19][N:20]=2)[C:14]=1[CH2:15][CH2:16][CH3:17]. The yield is 1.00. (5) The reactants are [CH3:1][O:2][C:3]([NH:5][C@H:6]([CH:55]([CH3:57])[CH3:56])[C:7]([N:9]1[CH2:13][CH2:12][CH2:11][C@H:10]1[C:14]1[NH:18][C:17]2[CH:19]=[C:20]([C:23]3[CH:28]=[CH:27][C:26]([C:29]4[CH:34]=[CH:33][C:32]([C:35]5[NH:39][C:38]([C@@H:40]6[CH2:44][CH2:43][CH2:42][N:41]6[C:45](OCC6C=CC=CC=6)=[O:46])=[N:37][CH:36]=5)=[CH:31][CH:30]=4)=[CH:25][CH:24]=3)[CH:21]=[CH:22][C:16]=2[N:15]=1)=[O:8])=[O:4].C(=O)([O-])[O-].[K+].[K+].[CH3:64][O:65][C:66]([NH:68][C@H:69]([C:73]1[CH:78]=[CH:77][CH:76]=[CH:75][CH:74]=1)C(O)=O)=[O:67].CCOC(C(C#N)=NOC(N1CCOCC1)=[N+](C)C)=O.F[P-](F)(F)(F)(F)F. The catalyst is O.C(O)C.[Pd].C(#N)C.CO.[OH-].[Na+].C(OCC)(=O)C. The product is [CH3:1][O:2][C:3]([NH:5][C@H:6]([CH:55]([CH3:57])[CH3:56])[C:7]([N:9]1[CH2:13][CH2:12][CH2:11][C@H:10]1[C:14]1[NH:18][C:17]2[CH:19]=[C:20]([C:23]3[CH:28]=[CH:27][C:26]([C:29]4[CH:34]=[CH:33][C:32]([C:35]5[NH:39][C:38]([C@@H:40]6[CH2:44][CH2:43][CH2:42][N:41]6[C:45](=[O:46])[C@H:69]([NH:68][C:66](=[O:67])[O:65][CH3:64])[C:73]6[CH:78]=[CH:77][CH:76]=[CH:75][CH:74]=6)=[N:37][CH:36]=5)=[CH:31][CH:30]=4)=[CH:25][CH:24]=3)[CH:21]=[CH:22][C:16]=2[N:15]=1)=[O:8])=[O:4]. The yield is 0.550. (6) The reactants are [CH3:1][C:2]1[CH:7]=[C:6]([F:8])[CH:5]=[CH:4][C:3]=1[OH:9].[Cl:10][CH2:11][C:12]([NH:14][CH2:15]O)=[O:13].S(=O)(=O)(O)O. The catalyst is C(O)(=O)C. The product is [Cl:10][CH2:11][C:12]([NH:14][CH2:15][C:4]1[CH:5]=[C:6]([F:8])[CH:7]=[C:2]([CH3:1])[C:3]=1[OH:9])=[O:13]. The yield is 0.900. (7) The catalyst is C1(C)C=CC=CC=1. The reactants are [Br:1][C:2]1[CH:3]=[CH:4][C:5]([F:10])=[C:6]([CH:9]=1)[CH:7]=[O:8].[CH2:11](O)[CH2:12][OH:13].C1(C)C=CC(S(O)(=O)=O)=CC=1. The yield is 0.770. The product is [Br:1][C:2]1[CH:3]=[CH:4][C:5]([F:10])=[C:6]([CH:7]2[O:13][CH2:12][CH2:11][O:8]2)[CH:9]=1.